From a dataset of Reaction yield outcomes from USPTO patents with 853,638 reactions. Predict the reaction yield, written as a fraction of the theoretical maximum amount of product (1.0 means a 100% yield; for example, 0.34 means a 34% yield). (1) The reactants are [CH3:1][CH:2]([CH2:4][CH:5]1[C:18](=[O:19])[CH2:17][CH:16]2[N:7]([CH2:8][CH2:9][C:10]3[C:15]2=[CH:14][C:13]([O:20][CH3:21])=[C:12]([O:22][CH3:23])[CH:11]=3)[CH2:6]1)C.[BH4-].[Na+].[CH2:26]([OH:28])C. No catalyst specified. The product is [OH:19][CH:18]1[CH2:17][CH:16]2[N:7]([CH2:8][CH2:9][C:10]3[CH:11]=[C:12]([O:22][CH3:23])[C:13]([O:20][CH3:21])=[CH:14][C:15]=32)[CH2:6][CH:5]1[CH2:4][CH:2]([O:28][CH3:26])[CH3:1]. The yield is 0.800. (2) The reactants are [OH:1][N:2]=[C:3]([Cl:13])[C@H:4]1[C:8]([CH3:10])([CH3:9])[O:7][C:6]([CH3:12])([CH3:11])[O:5]1.[CH3:14][S:15](Cl)(=[O:17])=[O:16].C(N(CC)CC)C. The catalyst is CCOCC. The product is [CH3:11][C:6]1([CH3:12])[O:5][C@@H:4]([C:3]([Cl:13])=[N:2][O:1][S:15]([CH3:14])(=[O:17])=[O:16])[C:8]([CH3:9])([CH3:10])[O:7]1. The yield is 0.662. (3) The reactants are [CH2:1]([NH:6][CH2:7][C:8]([OH:10])=[O:9])[CH:2]=[C:3](C)[CH3:4].C/C=C\C. The catalyst is Cl[Ru](=C1N(C2C(C)=CC(C)=CC=2C)CCN1C1C(C)=CC(C)=CC=1C)(Cl)(=CC1C=CC=CC=1)[P](C1CCCCC1)(C1CCCCC1)C1CCCCC1.C(Cl)Cl. The product is [CH2:1]([NH:6][CH2:7][C:8]([OH:10])=[O:9])[CH:2]=[CH:3][CH3:4]. The yield is 0.840. (4) The reactants are Cl.[NH2:2][C:3]1[CH:11]=[C:10]([C:12]2[C:21]3[C:16](=[CH:17][C:18]([O:27][CH2:28][CH3:29])=[C:19]4[O:24][C:23]([CH3:26])([CH3:25])[CH2:22][C:20]4=3)[CH2:15][C:14]([CH3:31])([CH3:30])[N:13]=2)[CH:9]=[CH:8][C:4]=1[C:5](O)=[O:6].Cl.CN.[C:35](P(=O)(OCC)OCC)#[N:36].C(N(CC)CC)C. The catalyst is COCCOC.O. The product is [NH2:2][C:3]1[CH:11]=[C:10]([C:12]2[C:21]3[C:16](=[CH:17][C:18]([O:27][CH2:28][CH3:29])=[C:19]4[O:24][C:23]([CH3:26])([CH3:25])[CH2:22][C:20]4=3)[CH2:15][C:14]([CH3:31])([CH3:30])[N:13]=2)[CH:9]=[CH:8][C:4]=1[C:5]([NH:36][CH3:35])=[O:6]. The yield is 0.390.